This data is from Catalyst prediction with 721,799 reactions and 888 catalyst types from USPTO. The task is: Predict which catalyst facilitates the given reaction. (1) Reactant: [C:1]1([S:11]([C:14]2[C:22]3[C:17](=[CH:18][CH:19]=[C:20]([O:23][CH:24]4[CH2:29][CH2:28][NH:27][CH2:26][CH2:25]4)[CH:21]=3)[NH:16][N:15]=2)(=[O:13])=[O:12])[C:10]2[C:5](=[CH:6][CH:7]=[CH:8][CH:9]=2)[CH:4]=[CH:3][CH:2]=1.[CH3:30][C:31]([CH3:33])=O.C(O)(=O)C.C(O[BH-](OC(=O)C)OC(=O)C)(=O)C.[Na+]. Product: [CH:31]([N:27]1[CH2:28][CH2:29][CH:24]([O:23][C:20]2[CH:21]=[C:22]3[C:17](=[CH:18][CH:19]=2)[NH:16][N:15]=[C:14]3[S:11]([C:1]2[C:10]3[C:5](=[CH:6][CH:7]=[CH:8][CH:9]=3)[CH:4]=[CH:3][CH:2]=2)(=[O:12])=[O:13])[CH2:25][CH2:26]1)([CH3:33])[CH3:30]. The catalyst class is: 756. (2) The catalyst class is: 27. Reactant: [C:1]([O:5][C:6](=[O:22])[CH2:7][N:8]=[C:9]([C:16]1[CH:21]=[CH:20][CH:19]=[CH:18][CH:17]=1)[C:10]1[CH:15]=[CH:14][CH:13]=[CH:12][CH:11]=1)([CH3:4])([CH3:3])[CH3:2].Br[CH2:24][CH2:25][CH:26]=[CH2:27].C1COCC1.C[Si]([N-][Si](C)(C)C)(C)C.[Na+]. Product: [C:16]1([C:9](=[N:8][CH:7]([CH2:27][CH2:26][CH:25]=[CH2:24])[C:6]([O:5][C:1]([CH3:4])([CH3:2])[CH3:3])=[O:22])[C:10]2[CH:11]=[CH:12][CH:13]=[CH:14][CH:15]=2)[CH:17]=[CH:18][CH:19]=[CH:20][CH:21]=1. (3) Reactant: C[Mg]Br.[C:4]([C:7]1[CH:8]=[N:9][CH:10]=[CH:11][CH:12]=1)(=[O:6])[CH3:5].[Cl-].[NH4+].[C:15](OCC)(=O)C. Product: [OH:6][C:4]([C:7]1[CH:8]=[N:9][CH:10]=[CH:11][CH:12]=1)([CH3:15])[CH3:5]. The catalyst class is: 7. (4) Reactant: Br[CH2:2][C:3]1[CH:8]=[CH:7][C:6]([CH2:9][CH2:10][N:11]2[CH:16]=[CH:15][C:14]([OH:17])=[CH:13][C:12]2=[O:18])=[CH:5][CH:4]=1.[CH3:19][N:20]([CH3:29])[C:21]([CH:23]1[CH2:28][CH2:27][NH:26][CH2:25][CH2:24]1)=[O:22].C(N(CC)CC)C. Product: [CH3:19][N:20]([CH3:29])[C:21]([CH:23]1[CH2:24][CH2:25][N:26]([CH2:2][C:3]2[CH:8]=[CH:7][C:6]([CH2:9][CH2:10][N:11]3[CH:16]=[CH:15][C:14]([OH:17])=[CH:13][C:12]3=[O:18])=[CH:5][CH:4]=2)[CH2:27][CH2:28]1)=[O:22]. The catalyst class is: 3. (5) Reactant: [CH:1]([C:3]1[C:12]([CH3:13])=[C:11]([CH3:14])[C:10]([CH2:15][C:16]2[CH:21]=[CH:20][C:19]([O:22][CH3:23])=[CH:18][CH:17]=2)=[CH:9][C:4]=1[C:5](OC)=[O:6])=O.[NH2:24][C@@H:25]1[C@@H:30]([OH:31])[CH2:29][CH2:28][O:27][CH2:26]1.S([O-])([O-])(=O)=O.[Mg+2]. Product: [CH3:23][O:22][C:19]1[CH:18]=[CH:17][C:16]([CH2:15][C:10]2[CH:9]=[C:4]3[C:3]([CH2:1][N:24]([C@@H:25]4[C@@H:30]([OH:31])[CH2:29][CH2:28][O:27][CH2:26]4)[C:5]3=[O:6])=[C:12]([CH3:13])[C:11]=2[CH3:14])=[CH:21][CH:20]=1. The catalyst class is: 1. (6) Reactant: Cl.C(OC(=O)[N:8]([CH2:12][C:13]1[CH:18]=[C:17]([CH2:19][C:20](=[O:24])[NH:21][CH2:22][CH3:23])[CH:16]=[CH:15][C:14]=1[Cl:25])[CH:9]1[CH2:11][CH2:10]1)(C)(C)C.[OH-].[Na+]. Product: [Cl:25][C:14]1[CH:15]=[CH:16][C:17]([CH2:19][C:20]([NH:21][CH2:22][CH3:23])=[O:24])=[CH:18][C:13]=1[CH2:12][NH:8][CH:9]1[CH2:10][CH2:11]1. The catalyst class is: 2.